From a dataset of NCI-60 drug combinations with 297,098 pairs across 59 cell lines. Regression. Given two drug SMILES strings and cell line genomic features, predict the synergy score measuring deviation from expected non-interaction effect. Drug 1: CC12CCC(CC1=CCC3C2CCC4(C3CC=C4C5=CN=CC=C5)C)O. Drug 2: CCC(=C(C1=CC=CC=C1)C2=CC=C(C=C2)OCCN(C)C)C3=CC=CC=C3.C(C(=O)O)C(CC(=O)O)(C(=O)O)O. Cell line: A549. Synergy scores: CSS=2.65, Synergy_ZIP=-1.99, Synergy_Bliss=-2.33, Synergy_Loewe=-2.23, Synergy_HSA=-2.56.